This data is from Full USPTO retrosynthesis dataset with 1.9M reactions from patents (1976-2016). The task is: Predict the reactants needed to synthesize the given product. (1) The reactants are: [F:1][C:2]([F:22])([F:21])[C:3]1[N:8]=[C:7]([NH:9][CH2:10][CH2:11][C:12]([F:15])([F:14])[F:13])[C:6]([C:16]([O:18]CC)=[O:17])=[CH:5][N:4]=1.[OH-].[Na+]. Given the product [F:22][C:2]([F:1])([F:21])[C:3]1[N:8]=[C:7]([NH:9][CH2:10][CH2:11][C:12]([F:15])([F:14])[F:13])[C:6]([C:16]([OH:18])=[O:17])=[CH:5][N:4]=1, predict the reactants needed to synthesize it. (2) The reactants are: [CH3:1][O:2][C:3]1[CH:4]=[C:5]([CH:31]=[CH:32][C:33]=1[O:34][CH3:35])[CH2:6][CH:7]1[C:16]2[C:11](=[CH:12][C:13]([O:19][CH3:20])=[C:14]([O:17][CH3:18])[CH:15]=2)CCC1C1(CC(O)=O)C=CC=CC1.C1CN([P+](ON2N=N[C:55]3[CH:56]=[CH:57][CH:58]=[CH:59][C:54]2=3)(N2CCCC2)N2CCCC2)CC1.F[P-](F)(F)(F)(F)F.[NH2:69][CH:70]1[C:78]2[C:73](=[CH:74][CH:75]=[CH:76][CH:77]=2)[CH2:72][CH2:71]1.[CH:79](N(C(C)C)CC)([CH3:81])[CH3:80].CCO[C:91]([CH3:93])=[O:92]. Given the product [CH3:1][O:2][C:3]1[CH:4]=[C:5]([CH:31]=[CH:32][C:33]=1[O:34][CH3:35])[CH2:6][CH:7]1[C:16]2[C:11](=[CH:12][C:13]([O:19][CH3:20])=[C:14]([O:17][CH3:18])[CH:15]=2)[CH2:81][CH2:79][CH:80]1[CH:93]([C:54]1[CH:55]=[CH:56][CH:57]=[CH:58][CH:59]=1)[C:91]([NH:69][CH:70]1[C:78]2[C:73](=[CH:74][CH:75]=[CH:76][CH:77]=2)[CH2:72][CH2:71]1)=[O:92], predict the reactants needed to synthesize it. (3) Given the product [Br:1][C:2]1[CH:7]=[CH:6][C:5]([S:8]([N:17]2[CH2:18][CH2:19][N:14]([CH3:13])[CH2:15][CH2:16]2)(=[O:10])=[O:9])=[C:4]([CH3:12])[CH:3]=1, predict the reactants needed to synthesize it. The reactants are: [Br:1][C:2]1[CH:7]=[CH:6][C:5]([S:8](Cl)(=[O:10])=[O:9])=[C:4]([CH3:12])[CH:3]=1.[CH3:13][N:14]1[CH2:19][CH2:18][NH:17][CH2:16][CH2:15]1. (4) Given the product [CH:27]([SiH:26]([CH:30]([CH3:32])[CH3:31])[C:7]1[CH:23]=[CH:22][C:10]([O:11][CH2:12][CH2:13][CH2:14][O:15][CH:16]2[CH2:21][CH2:20][CH2:19][CH2:18][O:17]2)=[CH:9][C:8]=1[CH3:24])([CH3:29])[CH3:28], predict the reactants needed to synthesize it. The reactants are: C([Mg]Cl)(C)C.Br[C:7]1[CH:23]=[CH:22][C:10]([O:11][CH2:12][CH2:13][CH2:14][O:15][CH:16]2[CH2:21][CH2:20][CH2:19][CH2:18][O:17]2)=[CH:9][C:8]=1[CH3:24].Cl[SiH:26]([CH:30]([CH3:32])[CH3:31])[CH:27]([CH3:29])[CH3:28]. (5) Given the product [ClH:32].[ClH:32].[ClH:32].[Cl:32][C:33]1[CH:34]=[C:35]([N:40]2[CH2:45][CH2:44][N:43]([C:1]([O:2][CH2:3][CH2:4][N:5]3[CH2:6][CH2:7][N:8]([CH3:11])[CH2:9][CH2:10]3)=[O:22])[CH2:42][CH2:41]2)[CH:36]=[CH:37][C:38]=1[Cl:39], predict the reactants needed to synthesize it. The reactants are: [C:1](=[O:22])(OC1C=CC([N+]([O-])=O)=CC=1)[O:2][CH2:3][CH2:4][N:5]1[CH2:10][CH2:9][N:8]([CH3:11])[CH2:7][CH2:6]1.CCN(C(C)C)C(C)C.[Cl:32][C:33]1[CH:34]=[C:35]([N:40]2[CH2:45][CH2:44][NH:43][CH2:42][CH2:41]2)[CH:36]=[CH:37][C:38]=1[Cl:39]. (6) Given the product [NH2:33][C:3]1[CH:25]=[C:24]2[C:6]([CH2:7][C:8]([CH3:27])([CH3:26])[CH2:9][C:10]32[CH2:15][CH2:14][S:13][C:12]([NH:16][C:17](=[O:23])[O:18][C:19]([CH3:22])([CH3:21])[CH3:20])=[N:11]3)=[CH:5][CH:4]=1, predict the reactants needed to synthesize it. The reactants are: [Br-].Br[C:3]1[CH:25]=[C:24]2[C:6]([CH2:7][C:8]([CH3:27])([CH3:26])[CH2:9][C:10]32[CH2:15][CH2:14][S:13][C:12]([NH:16][C:17](=[O:23])[O:18][C:19]([CH3:22])([CH3:21])[CH3:20])=[N:11]3)=[CH:5][CH:4]=1.[Li+].C[Si]([N-:33][Si](C)(C)C)(C)C.C1(C)C=CC=CC=1.Cl.C([O-])([O-])=O.[Na+].[Na+]. (7) Given the product [NH2:9][C:4]1[C:3]([NH:12][C:13]2[C:14]([CH3:23])=[C:15]([CH:20]=[CH:21][CH:22]=2)[C:16]([O:18][CH3:19])=[O:17])=[C:2]([F:1])[C:7]([F:8])=[CH:6][CH:5]=1, predict the reactants needed to synthesize it. The reactants are: [F:1][C:2]1[C:7]([F:8])=[CH:6][CH:5]=[C:4]([N+:9]([O-])=O)[C:3]=1[NH:12][C:13]1[C:14]([CH3:23])=[C:15]([CH:20]=[CH:21][CH:22]=1)[C:16]([O:18][CH3:19])=[O:17].